From a dataset of Full USPTO retrosynthesis dataset with 1.9M reactions from patents (1976-2016). Predict the reactants needed to synthesize the given product. (1) Given the product [F:29][C:28]([F:31])([F:30])[C:25]1[N:24]=[CH:23][C:22]([C:18]2[CH:17]=[C:16]3[C:21](=[CH:20][CH:19]=2)[N:13]([S:10]([C:7]2[CH:6]=[CH:5][C:4]([C:3]4[NH:32][C:39](=[O:45])[O:1][N:2]=4)=[CH:9][CH:8]=2)(=[O:11])=[O:12])[CH2:14][CH2:15]3)=[CH:27][CH:26]=1, predict the reactants needed to synthesize it. The reactants are: [OH:1][NH:2][C:3](=[NH:32])[C:4]1[CH:9]=[CH:8][C:7]([S:10]([N:13]2[C:21]3[C:16](=[CH:17][C:18]([C:22]4[CH:23]=[N:24][C:25]([C:28]([F:31])([F:30])[F:29])=[CH:26][CH:27]=4)=[CH:19][CH:20]=3)[CH2:15][CH2:14]2)(=[O:12])=[O:11])=[CH:6][CH:5]=1.N1C=CC=CC=1.[C:39]1([O:45]C(Cl)=O)C=CC=CC=1.N12CCCN=C1CCCCC2. (2) Given the product [C:7]1([C@H:9]([NH2:29])[CH3:13])[CH:6]=[CH:5][CH:4]=[CH:3][CH:8]=1.[C:39]([O:38][C:36]([N:29]1[CH2:30][C@H:31]([C:32]([O:2][CH3:1])=[O:34])[CH2:35][C@H:27]([C:26]([OH:33])=[O:25])[CH2:28]1)=[O:37])([CH3:42])([CH3:41])[CH3:40], predict the reactants needed to synthesize it. The reactants are: [CH3:1][O:2][C:3]1[CH:4]=[CH:5][C:6]2N=CC=[C:9]([C@H:13](O)[C@@H]3N4C[C@H](C=C)C(CC4)C3)[C:7]=2[CH:8]=1.[O:25]=[C:26]1[O:33][C:32](=[O:34])[CH:31]2[CH2:35][CH:27]1[CH2:28][N:29]([C:36]([O:38][C:39]([CH3:42])([CH3:41])[CH3:40])=[O:37])[CH2:30]2.CO.C(O)(=O)CC(CC(O)=O)(C(O)=O)O. (3) Given the product [ClH:18].[Cl:18][C:14]1[CH:13]=[C:12]([C@@H:10]([OH:11])[CH2:9][NH:8][C@@H:19]2[CH2:28][C:27]3[CH:26]=[C:25]([O:29][C:30]4[CH:31]=[CH:32][C:33]([O:39][CH3:40])=[C:34]([CH:38]=4)[C:35]([OH:37])=[O:36])[CH:24]=[CH:23][C:22]=3[CH2:21][CH2:20]2)[CH:17]=[CH:16][CH:15]=1, predict the reactants needed to synthesize it. The reactants are: C(OC([N:8]([C@@H:19]1[CH2:28][C:27]2[CH:26]=[C:25]([O:29][C:30]3[CH:31]=[CH:32][C:33]([O:39][CH3:40])=[C:34]([CH:38]=3)[C:35]([OH:37])=[O:36])[CH:24]=[CH:23][C:22]=2[CH2:21][CH2:20]1)[CH2:9][C@@H:10]([C:12]1[CH:17]=[CH:16][CH:15]=[C:14]([Cl:18])[CH:13]=1)[OH:11])=O)(C)(C)C.Cl. (4) Given the product [NH2:39][CH2:40][CH:41]([NH:49][C:50]1[NH:39][C:40]([C:9]2[CH:10]=[C:11]3[C:6](=[CH:7][CH:8]=2)[CH:5]=[N:4][CH:14]=[CH:15]3)=[CH:41][N:49]=1)[CH2:42][C:43]1[CH:44]=[CH:45][CH:46]=[CH:47][CH:48]=1, predict the reactants needed to synthesize it. The reactants are: NC(CC1C=CC=CC=1)C[N:4]([CH2:14][C:15]1C=CC(OC)=CC=1)[CH2:5][C:6]1[CH:11]=[CH:10][C:9](OC)=[CH:8][CH:7]=1.COC1C=CC(C[N:39](CC2C=CC(OC)=CC=2)[CH2:40][CH:41]([NH:49][C:50](OC(C)(C)C)=O)[CH2:42][C:43]2[CH:48]=[CH:47][CH:46]=[CH:45][CH:44]=2)=CC=1.Cl. (5) Given the product [CH3:34][O:33][C:28]1[CH:29]=[CH:30][CH:31]=[CH:32][C:27]=1[C:4]([C:6]1[N:7]=[CH:8][N:9]([C:11]2[CH:12]=[C:13]([C:17]3[CH:22]=[CH:21][CH:20]=[CH:19][C:18]=3[O:23][CH3:24])[CH:14]=[CH:15][CH:16]=2)[CH:10]=1)=[O:5], predict the reactants needed to synthesize it. The reactants are: CON(C)[C:4]([C:6]1[N:7]=[CH:8][N:9]([C:11]2[CH:12]=[C:13]([C:17]3[CH:22]=[CH:21][CH:20]=[CH:19][C:18]=3[O:23][CH3:24])[CH:14]=[CH:15][CH:16]=2)[CH:10]=1)=[O:5].Br[C:27]1[CH:32]=[CH:31][CH:30]=[CH:29][C:28]=1[O:33][CH3:34]. (6) Given the product [C:1]([O:5][C:6]([N:8]([CH3:22])[C:9](=[CH:13][C:14]1[CH:19]=[CH:18][C:17]([Cl:20])=[C:16]([Cl:21])[CH:15]=1)[C:10]([OH:12])=[O:11])=[O:7])([CH3:3])([CH3:4])[CH3:2], predict the reactants needed to synthesize it. The reactants are: [C:1]([O:5][C:6]([N:8]([CH3:22])[CH:9]([CH2:13][C:14]1[CH:19]=[CH:18][C:17]([Cl:20])=[C:16]([Cl:21])[CH:15]=1)[C:10]([OH:12])=[O:11])=[O:7])([CH3:4])([CH3:3])[CH3:2]. (7) Given the product [Cl:1][C:2]1[CH:3]=[C:4]2[C:9](=[CH:10][CH:11]=1)[NH:8][C:7](=[O:12])[C:6]([CH2:13][CH2:14][CH3:15])=[C:5]2[O:16][CH2:23][CH:19]1[CH2:22][CH2:21][CH2:20]1, predict the reactants needed to synthesize it. The reactants are: [Cl:1][C:2]1[CH:3]=[C:4]2[C:9](=[CH:10][CH:11]=1)[NH:8][C:7](=[O:12])[C:6]([CH2:13][CH2:14][CH3:15])=[C:5]2[OH:16].[H-].[Na+].[CH:19]1([CH2:23]Br)[CH2:22][CH2:21][CH2:20]1. (8) Given the product [Cl:7][C:8]1[CH:13]=[C:12]([Cl:14])[C:11]([O:15][CH3:16])=[CH:10][C:9]=1[NH:17][C:18]1[C:23]([C:24]#[N:25])=[CH:22][N:21]=[C:20]2[CH:26]=[C:27]([C:29]3[CH:33]=[C:32]([CH2:34][N:1]4[CH2:6][CH2:5][O:4][CH2:3][CH2:2]4)[S:31][CH:30]=3)[S:28][C:19]=12, predict the reactants needed to synthesize it. The reactants are: [NH:1]1[CH2:6][CH2:5][O:4][CH2:3][CH2:2]1.[Cl:7][C:8]1[CH:13]=[C:12]([Cl:14])[C:11]([O:15][CH3:16])=[CH:10][C:9]=1[NH:17][C:18]1[C:23]([C:24]#[N:25])=[CH:22][N:21]=[C:20]2[CH:26]=[C:27]([C:29]3[CH:33]=[C:32]([CH:34]=O)[S:31][CH:30]=3)[S:28][C:19]=12.C(O[BH-](OC(=O)C)OC(=O)C)(=O)C.[Na+].